This data is from Reaction yield outcomes from USPTO patents with 853,638 reactions. The task is: Predict the reaction yield, written as a fraction of the theoretical maximum amount of product (1.0 means a 100% yield; for example, 0.34 means a 34% yield). (1) The reactants are [H-].[Na+].[NH2:3][C:4]1[C:9]([Br:10])=[CH:8][C:7]([CH3:11])=[CH:6][N:5]=1.Cl[C:13]1[C:14](=[O:29])[N:15]([CH2:20][C:21]2[CH:26]=[CH:25][C:24]([O:27][CH3:28])=[CH:23][CH:22]=2)[CH:16]=[C:17]([Cl:19])[N:18]=1. The catalyst is O1CCCC1. The product is [Br:10][C:9]1[C:4]([NH:3][C:13]2[C:14](=[O:29])[N:15]([CH2:20][C:21]3[CH:22]=[CH:23][C:24]([O:27][CH3:28])=[CH:25][CH:26]=3)[CH:16]=[C:17]([Cl:19])[N:18]=2)=[N:5][CH:6]=[C:7]([CH3:11])[CH:8]=1. The yield is 0.560. (2) The reactants are [Cl:1][C:2]1[CH:7]=[C:6]([Cl:8])[CH:5]=[CH:4][C:3]=1[SH:9].C(=O)([O-])[O-].[K+].[K+].Cl[C:17]1[CH:24]=[CH:23][CH:22]=[CH:21][C:18]=1[CH:19]=[O:20]. The catalyst is CN(C=O)C. The product is [Cl:1][C:2]1[CH:7]=[C:6]([Cl:8])[CH:5]=[CH:4][C:3]=1[S:9][C:17]1[CH:24]=[CH:23][CH:22]=[CH:21][C:18]=1[CH:19]=[O:20]. The yield is 0.830.